Dataset: Forward reaction prediction with 1.9M reactions from USPTO patents (1976-2016). Task: Predict the product of the given reaction. (1) Given the reactants [CH3:1][S:2]([C:5]1[CH:23]=[CH:22][C:8]([O:9][CH2:10][CH2:11][C@H:12]([CH:14]2[CH2:19][CH2:18][N:17]([C:20]#[N:21])[CH2:16][CH2:15]2)[CH3:13])=[CH:7][CH:6]=1)(=[O:4])=[O:3].[OH:24][NH:25][C:26](=N)[CH2:27][O:28][CH3:29], predict the reaction product. The product is: [CH3:1][S:2]([C:5]1[CH:6]=[CH:7][C:8]([O:9][CH2:10][CH2:11][C@H:12]([CH:14]2[CH2:19][CH2:18][N:17]([C:20]3[O:24][N:25]=[C:26]([CH2:27][O:28][CH3:29])[N:21]=3)[CH2:16][CH2:15]2)[CH3:13])=[CH:22][CH:23]=1)(=[O:4])=[O:3]. (2) Given the reactants Br[C:2]1[CH:7]=[CH:6][C:5]([C:8]2[O:12][N:11]=[C:10]([CH3:13])[C:9]=2[NH:14][CH:15]([CH3:20])[CH2:16][CH2:17][CH:18]=[CH2:19])=[CH:4][CH:3]=1.[CH2:21]([O:23][C:24](=[O:41])[CH2:25][C:26]1[CH:31]=[CH:30][CH:29]=[CH:28][C:27]=1B1OC(C)(C)C(C)(C)O1)[CH3:22], predict the reaction product. The product is: [CH2:21]([O:23][C:24](=[O:41])[CH2:25][C:26]1[CH:31]=[CH:30][CH:29]=[CH:28][C:27]=1[C:2]1[CH:7]=[CH:6][C:5]([C:8]2[O:12][N:11]=[C:10]([CH3:13])[C:9]=2[NH:14][CH:15]([CH3:20])[CH2:16][CH2:17][CH:18]=[CH2:19])=[CH:4][CH:3]=1)[CH3:22].